From a dataset of Full USPTO retrosynthesis dataset with 1.9M reactions from patents (1976-2016). Predict the reactants needed to synthesize the given product. (1) Given the product [CH2:12]([N:9]([CH2:8][C:7]1[CH:2]=[CH:3][CH:4]=[CH:5][CH:6]=1)[C:5]1[CH:6]=[C:7]([CH3:8])[C:2]([Br:1])=[CH:3][C:4]=1[F:10])[C:13]1[CH:18]=[CH:17][CH:16]=[CH:15][CH:14]=1, predict the reactants needed to synthesize it. The reactants are: [Br:1][C:2]1[C:7]([CH3:8])=[CH:6][C:5]([NH2:9])=[C:4]([F:10])[CH:3]=1.Br[CH2:12][C:13]1[CH:18]=[CH:17][CH:16]=[CH:15][CH:14]=1.C(=O)([O-])[O-].[K+].[K+]. (2) The reactants are: CC1C=CC(B2OC(C)(C)C(C)(C)O2)=C([NH:8]C(=O)OC(C)(C)C)C=1.Cl[C:26]1[C:27]([C:37]#[N:38])=[N:28][CH:29]=[C:30]([CH:36]=1)[C:31]([O:33][CH2:34][CH3:35])=[O:32].C(=O)([O-])[O-].[Na+].[Na+].[C:45]1([CH3:51])[CH:50]=[CH:49][CH:48]=[CH:47][CH:46]=1.C(O)C. Given the product [NH2:8][C:37]1[C:27]2[N:28]=[CH:29][C:30]([C:31]([O:33][CH2:34][CH3:35])=[O:32])=[CH:36][C:26]=2[C:48]2[CH:47]=[CH:46][C:45]([CH3:51])=[CH:50][C:49]=2[N:38]=1, predict the reactants needed to synthesize it. (3) Given the product [Cl:1][C:2]1[CH:3]=[CH:4][C:5]([CH:8]2[NH:19][C:26]([C:25]3[CH:31]=[CH:32][C:33]([O:35][CH3:36])=[CH:34][C:24]=3[O:23][CH2:21][CH3:22])=[N:18][CH:9]2[CH2:10][CH2:11][CH:12]2[CH2:17][CH2:16][CH2:15][CH2:14][CH2:13]2)=[CH:6][CH:7]=1, predict the reactants needed to synthesize it. The reactants are: [Cl:1][C:2]1[CH:7]=[CH:6][C:5]([CH:8]([NH2:19])[CH:9]([NH2:18])[CH2:10][CH2:11][CH:12]2[CH2:17][CH2:16][CH2:15][CH2:14][CH2:13]2)=[CH:4][CH:3]=1.Cl.[CH2:21]([O:23][C:24]1[CH:34]=[C:33]([O:35][CH3:36])[CH:32]=[CH:31][C:25]=1[C:26](=N)OCC)[CH3:22].ClC1C=CC(C2NC(C3C=CC(OC)=CC=3OCC)=NC2CC2CCCC2)=CC=1. (4) Given the product [CH2:18]([N:14]1[CH:15]=[CH:16][CH:17]=[C:12]([C:10]([NH:9][C@@H:5]([CH2:4][CH2:3][CH2:2][NH:1][C:34](=[NH:39])[CH3:35])[C:6]([OH:8])=[O:7])=[O:11])[C:13]1=[O:25])[C:19]1[CH:20]=[CH:21][CH:22]=[CH:23][CH:24]=1.[C:26]([OH:32])([C:28]([F:31])([F:30])[F:29])=[O:27], predict the reactants needed to synthesize it. The reactants are: [NH2:1][CH2:2][CH2:3][CH2:4][C@H:5]([NH:9][C:10]([C:12]1[C:13](=[O:25])[N:14]([CH2:18][C:19]2[CH:24]=[CH:23][CH:22]=[CH:21][CH:20]=2)[CH:15]=[CH:16][CH:17]=1)=[O:11])[C:6]([OH:8])=[O:7].[C:26]([OH:32])([C:28]([F:31])([F:30])[F:29])=[O:27].Cl.[C:34](=[NH:39])(OCC)[CH3:35].C([O-])([O-])=O.[K+].[K+]. (5) Given the product [CH3:25][O:24][C:21]1[CH:20]=[C:3]2[C:2](=[CH:23][CH:22]=1)[C:35](=[O:36])[N:6]([CH:7]1[CH2:12][CH2:11][N:10]([C:13]([O:15][C:16]([CH3:19])([CH3:17])[CH3:18])=[O:14])[CH2:9][CH2:8]1)[CH2:5][CH2:4]2, predict the reactants needed to synthesize it. The reactants are: I[C:2]1[CH:23]=[CH:22][C:21]([O:24][CH3:25])=[CH:20][C:3]=1[CH2:4][CH2:5][NH:6][CH:7]1[CH2:12][CH2:11][N:10]([C:13]([O:15][C:16]([CH3:19])([CH3:18])[CH3:17])=[O:14])[CH2:9][CH2:8]1.C(N(CC)CC)C.CN(C)[CH:35]=[O:36]. (6) Given the product [CH3:31][O:30][C:28](=[O:29])[CH2:27][CH2:26][N:9]1[C:10]2[C:6](=[CH:5][CH:4]=[C:3]([O:2][CH3:1])[CH:11]=2)[C:7]([S:12]([C:15]2[CH:20]=[CH:19][C:18]([O:21][CH3:22])=[CH:17][CH:16]=2)(=[O:14])=[O:13])=[CH:8]1, predict the reactants needed to synthesize it. The reactants are: [CH3:1][O:2][C:3]1[CH:11]=[C:10]2[C:6]([C:7]([S:12]([C:15]3[CH:20]=[CH:19][C:18]([O:21][CH3:22])=[CH:17][CH:16]=3)(=[O:14])=[O:13])=[CH:8][NH:9]2)=[CH:5][CH:4]=1.[OH-].[K+].Br[CH2:26][CH2:27][C:28]([O:30][CH3:31])=[O:29].